This data is from Retrosynthesis with 50K atom-mapped reactions and 10 reaction types from USPTO. The task is: Predict the reactants needed to synthesize the given product. (1) Given the product Cc1cc(C[C@@H](OC(=O)N2CCC(n3nc(-c4ccccc4)[nH]c3=O)CC2)C(=O)N2CCC(C3CCN(CC(=O)O)CC3)CC2)cc(C)c1O, predict the reactants needed to synthesize it. The reactants are: CCOC(=O)CN1CCC(C2CCN(C(=O)[C@@H](Cc3cc(C)c(O)c(C)c3)OC(=O)N3CCC(n4nc(-c5ccccc5)[nH]c4=O)CC3)CC2)CC1. (2) Given the product CC(=O)OC[C@H]1O[C@@H](c2ccc(C)c(Cc3ccc(-c4cccc(N(C)C)c4)s3)c2)[C@H](OC(C)=O)[C@@H](OC(C)=O)[C@@H]1OC(C)=O, predict the reactants needed to synthesize it. The reactants are: CC(=O)OC[C@H]1O[C@@H](c2ccc(C)c(Cc3ccc(Cl)s3)c2)[C@H](OC(C)=O)[C@@H](OC(C)=O)[C@@H]1OC(C)=O.CN(C)c1cccc(B(O)O)c1.